Dataset: Reaction yield outcomes from USPTO patents with 853,638 reactions. Task: Predict the reaction yield, written as a fraction of the theoretical maximum amount of product (1.0 means a 100% yield; for example, 0.34 means a 34% yield). (1) The reactants are N12CCCN=C1CCCCC2.Cl.[NH2:13][CH2:14][C:15]1[CH:23]=[CH:22][CH:21]=[C:20]2[C:16]=1[CH2:17][N:18]([CH:25]1[CH2:30][CH2:29][C:28](=[O:31])[NH:27][C:26]1=[O:32])[C:19]2=[O:24].[C:33]1([CH2:39][C:40](Cl)=[O:41])[CH:38]=[CH:37][CH:36]=[CH:35][CH:34]=1. The catalyst is C(#N)C. The product is [O:32]=[C:26]1[CH:25]([N:18]2[CH2:17][C:16]3[C:20](=[CH:21][CH:22]=[CH:23][C:15]=3[CH2:14][NH:13][C:40](=[O:41])[CH2:39][C:33]3[CH:38]=[CH:37][CH:36]=[CH:35][CH:34]=3)[C:19]2=[O:24])[CH2:30][CH2:29][C:28](=[O:31])[NH:27]1. The yield is 0.540. (2) The reactants are [CH2:1](I)[CH3:2].[CH:4]12[NH:12][CH:8]([CH2:9][CH2:10][CH2:11]1)[CH2:7][CH:6]([NH:13][C:14](=[O:20])[O:15][C:16]([CH3:19])([CH3:18])[CH3:17])[CH2:5]2. The catalyst is C(Cl)Cl. The product is [CH2:1]([N:12]1[CH:4]2[CH2:11][CH2:10][CH2:9][CH:8]1[CH2:7][CH:6]([NH:13][C:14](=[O:20])[O:15][C:16]([CH3:17])([CH3:19])[CH3:18])[CH2:5]2)[CH3:2]. The yield is 0.450. (3) The reactants are [NH2:1][C:2]1[N:6]([C:7]2[CH:8]=[N:9][C:10]([O:13][CH3:14])=[CH:11][CH:12]=2)[N:5]=[C:4]([C:15]([O:17][CH2:18][CH3:19])=[O:16])[CH:3]=1.CO[CH:22]1[CH2:26][CH2:25][CH:24](OC)O1. The catalyst is C(O)(=O)C. The product is [CH3:14][O:13][C:10]1[N:9]=[CH:8][C:7]([N:6]2[C:2]([N:1]3[CH:22]=[CH:26][CH:25]=[CH:24]3)=[CH:3][C:4]([C:15]([O:17][CH2:18][CH3:19])=[O:16])=[N:5]2)=[CH:12][CH:11]=1. The yield is 0.930.